Dataset: Forward reaction prediction with 1.9M reactions from USPTO patents (1976-2016). Task: Predict the product of the given reaction. (1) Given the reactants [NH2:1][C:2]1[C:7]([CH3:8])=[CH:6][CH:5]=[CH:4][C:3]=1[C:9]([OH:12])([CH3:11])[CH3:10].N[C:14](N)=[O:15], predict the reaction product. The product is: [CH3:11][C:9]1([CH3:10])[O:12][C:14](=[O:15])[NH:1][C:2]2[C:7]([CH3:8])=[CH:6][CH:5]=[CH:4][C:3]1=2. (2) Given the reactants [C:1]1([C:27]2[CH:32]=[CH:31][CH:30]=[CH:29][CH:28]=2)[CH:6]=[CH:5][CH:4]=[CH:3][C:2]=1[CH2:7][C:8]([N:10]1[CH2:14][CH2:13][C@H:12]([NH:15][C:16]2[CH:25]=[C:24](Cl)[C:23]3[C:18](=[CH:19][CH:20]=[CH:21][CH:22]=3)[N:17]=2)[CH2:11]1)=[O:9].C(OC([N:40]1[CH2:45][CH2:44][NH:43][CH2:42][CH2:41]1)=O)(C)(C)C.C(N(CC)CC)C.C(O)(C)C, predict the reaction product. The product is: [C:1]1([C:27]2[CH:32]=[CH:31][CH:30]=[CH:29][CH:28]=2)[CH:6]=[CH:5][CH:4]=[CH:3][C:2]=1[CH2:7][C:8]([N:10]1[CH2:14][CH2:13][C@H:12]([NH:15][C:16]2[CH:25]=[C:24]([N:40]3[CH2:45][CH2:44][NH:43][CH2:42][CH2:41]3)[C:23]3[C:18](=[CH:19][CH:20]=[CH:21][CH:22]=3)[N:17]=2)[CH2:11]1)=[O:9]. (3) Given the reactants [Si]([O:8][CH:9]1[C:17]2[C:12](=[C:13]([C:18]3[CH:19]=[C:20]([C:23]4[CH:24]=[CH:25][C:26]([O:31][CH:32]([CH3:34])[CH3:33])=[C:27]([CH:30]=4)[C:28]#[N:29])[S:21][CH:22]=3)[CH:14]=[CH:15][CH:16]=2)[CH2:11][CH2:10]1)(C(C)(C)C)(C)C.CCCC[N+](CCCC)(CCCC)CCCC.[F-], predict the reaction product. The product is: [OH:8][CH:9]1[C:17]2[C:12](=[C:13]([C:18]3[CH:19]=[C:20]([C:23]4[CH:24]=[CH:25][C:26]([O:31][CH:32]([CH3:34])[CH3:33])=[C:27]([CH:30]=4)[C:28]#[N:29])[S:21][CH:22]=3)[CH:14]=[CH:15][CH:16]=2)[CH2:11][CH2:10]1. (4) Given the reactants I[C:2]1[CH:3]=[C:4]([C:8]2[N:9]=[C:10]3[C:16]([C:17](=[O:22])[C:18]([CH3:21])([CH3:20])[CH3:19])=[CH:15][N:14]([CH2:23][O:24][CH2:25][CH2:26][Si:27]([CH3:30])([CH3:29])[CH3:28])[C:11]3=[N:12][CH:13]=2)[CH:5]=[CH:6][CH:7]=1.Cl.[CH:32]12[CH2:37][CH:35]([CH2:36]1)[CH2:34][NH:33]2, predict the reaction product. The product is: [CH:32]12[CH2:37][CH:35]([CH2:36]1)[CH2:34][N:33]2[C:2]1[CH:3]=[C:4]([C:8]2[N:9]=[C:10]3[C:16]([C:17](=[O:22])[C:18]([CH3:21])([CH3:20])[CH3:19])=[CH:15][N:14]([CH2:23][O:24][CH2:25][CH2:26][Si:27]([CH3:30])([CH3:29])[CH3:28])[C:11]3=[N:12][CH:13]=2)[CH:5]=[CH:6][CH:7]=1.